The task is: Predict the product of the given reaction.. This data is from Forward reaction prediction with 1.9M reactions from USPTO patents (1976-2016). (1) Given the reactants [F:1][C:2]1[CH:3]=[C:4]([O:9][C:10]2[CH:15]=[CH:14][C:13]([CH:16]=[CH2:17])=[CH:12][CH:11]=2)[CH:5]=[CH:6][C:7]=1[CH3:8].B1C2CCCC1CCC2.[OH-:27].[Na+].OO, predict the reaction product. The product is: [F:1][C:2]1[CH:3]=[C:4]([O:9][C:10]2[CH:15]=[CH:14][C:13]([CH2:16][CH2:17][OH:27])=[CH:12][CH:11]=2)[CH:5]=[CH:6][C:7]=1[CH3:8]. (2) Given the reactants Cl[CH2:2][C:3]1[S:7][C:6]([C:8]2[CH:13]=[CH:12][CH:11]=[CH:10][CH:9]=2)=[N:5][C:4]=1[CH3:14].[O:15]=[CH:16][C:17]1[CH:25]=[CH:24][C:22]([OH:23])=[C:19]([O:20][CH3:21])[CH:18]=1.C(=O)([O-])[O-].[K+].[K+].CN(C)C=O, predict the reaction product. The product is: [CH3:21][O:20][C:19]1[CH:18]=[C:17]([CH:25]=[CH:24][C:22]=1[O:23][CH2:2][C:3]1[S:7][C:6]([C:8]2[CH:13]=[CH:12][CH:11]=[CH:10][CH:9]=2)=[N:5][C:4]=1[CH3:14])[CH:16]=[O:15].